From a dataset of Reaction yield outcomes from USPTO patents with 853,638 reactions. Predict the reaction yield, written as a fraction of the theoretical maximum amount of product (1.0 means a 100% yield; for example, 0.34 means a 34% yield). (1) The reactants are [Br:1][C:2]1[C:3](Cl)=[C:4]([Cl:27])[C:5]([N:8]([CH2:18][C:19]2[CH:24]=[CH:23][C:22]([O:25][CH3:26])=[CH:21][CH:20]=2)[CH2:9][C:10]2[CH:15]=[CH:14][C:13]([O:16][CH3:17])=[CH:12][CH:11]=2)=[N:6][CH:7]=1.C(OC([N:36]1[CH2:46][CH2:45][C:39]2([C:43](=[O:44])[NH:42][CH2:41][CH2:40]2)[CH2:38][CH2:37]1)=O)(C)(C)C.C(N(CC)CC)C. The catalyst is CN1C(=O)CCC1.O. The product is [CH3:26][O:25][C:22]1[CH:21]=[CH:20][C:19]([CH2:18][N:8]([CH2:9][C:10]2[CH:15]=[CH:14][C:13]([O:16][CH3:17])=[CH:12][CH:11]=2)[C:5]2[C:4]([Cl:27])=[C:3]([N:36]3[CH2:46][CH2:45][C:39]4([C:43](=[O:44])[NH:42][CH2:41][CH2:40]4)[CH2:38][CH2:37]3)[C:2]([Br:1])=[CH:7][N:6]=2)=[CH:24][CH:23]=1. The yield is 0.540. (2) The reactants are O/C(=C(\O)/[C@H](O)[C@@H](O)CO)/C([O-])=O.[Na+].CC(O)(C)C.[N:20]([C@@H:23]1[CH2:27][N:26]([C:28](=[O:48])[C@@H:29]([NH:34][C:35](=[O:47])[C@@H:36]([N:38]([C:40]([O:42][C:43]([CH3:46])([CH3:45])[CH3:44])=[O:41])[CH3:39])[CH3:37])[C:30]([CH3:33])([CH3:32])[CH3:31])[C@H:25]([C:49]([NH:51][C@@H:52]([CH2:56][C:57]2[CH:66]=[CH:65][C:64]3[C:59](=[CH:60][CH:61]=[CH:62][CH:63]=3)[CH:58]=2)[C:53]([OH:55])=[O:54])=[O:50])[CH2:24]1)=[N+:21]=[N-:22].[CH:67]1[C:79]2[CH:78]([CH2:80][O:81][C:82]([NH:84][C@@H:85]([CH2:90][C:91]3[CH:96]=[CH:95][C:94]([O:97][CH2:98][C:99]#[CH:100])=[CH:93][CH:92]=3)[C:86]([O:88][CH3:89])=[O:87])=[O:83])[C:77]3[C:72](=[CH:73][CH:74]=[CH:75][CH:76]=3)[C:71]=2[CH:70]=[CH:69][CH:68]=1. The catalyst is O.O.O.O.O.O.S([O-])([O-])(=O)=O.[Cu+2].CCOC(C)=O.C1COCC1. The product is [CH:67]1[C:79]2[CH:78]([CH2:80][O:81][C:82]([NH:84][C@H:85]([C:86]([O:88][CH3:89])=[O:87])[CH2:90][C:91]3[CH:92]=[CH:93][C:94]([O:97][CH2:98][C:99]4[N:22]=[N:21][N:20]([C@@H:23]5[CH2:27][N:26]([C:28](=[O:48])[C@@H:29]([NH:34][C:35](=[O:47])[C@@H:36]([N:38]([C:40]([O:42][C:43]([CH3:44])([CH3:45])[CH3:46])=[O:41])[CH3:39])[CH3:37])[C:30]([CH3:32])([CH3:31])[CH3:33])[C@H:25]([C:49]([NH:51][C@@H:52]([CH2:56][C:57]6[CH:66]=[CH:65][C:64]7[C:59](=[CH:60][CH:61]=[CH:62][CH:63]=7)[CH:58]=6)[C:53]([OH:55])=[O:54])=[O:50])[CH2:24]5)[CH:100]=4)=[CH:95][CH:96]=3)=[O:83])[C:77]3[C:72](=[CH:73][CH:74]=[CH:75][CH:76]=3)[C:71]=2[CH:70]=[CH:69][CH:68]=1. The yield is 0.760. (3) The reactants are C1CCN(C(N=NC(N2CCCCC2)=O)=O)CC1.C1C=CC(P(C2C=CC=CC=2)C2C=CC=CC=2)=CC=1.[CH2:38]([O:40][C:41](=[O:53])[CH2:42][C@H:43]1[C:51]2[C:46](=[CH:47][C:48]([OH:52])=[CH:49][CH:50]=2)[CH2:45][CH2:44]1)[CH3:39].[CH3:54][C:55]1[N:56]=[C:57]([C:63]2[CH:68]=[CH:67][CH:66]=[CH:65][CH:64]=2)[O:58][C:59]=1[CH2:60][CH2:61]O. The catalyst is C1COCC1.C(Cl)Cl. The product is [CH3:54][C:55]1[N:56]=[C:57]([C:63]2[CH:68]=[CH:67][CH:66]=[CH:65][CH:64]=2)[O:58][C:59]=1[CH2:60][CH2:61][O:52][C:48]1[CH:47]=[C:46]2[C:51](=[CH:50][CH:49]=1)[C@H:43]([CH2:42][C:41]([O:40][CH2:38][CH3:39])=[O:53])[CH2:44][CH2:45]2. The yield is 0.660. (4) The reactants are Cl.[Br:2][C:3]1[CH:8]=[CH:7][C:6]([C:9]2[CH:14]=[CH:13][C:12]([C:15]3[N:16]=[C:17]([C@@H:20]4[CH2:24][CH2:23][CH2:22][NH:21]4)[NH:18][CH:19]=3)=[CH:11][CH:10]=2)=[CH:5][CH:4]=1.[CH3:25][O:26][C:27]([NH:29][C@@H:30]([CH:34]([CH3:36])[CH3:35])[C:31](O)=[O:32])=[O:28].CCN(C(C)C)C(C)C.CN(C(ON1N=NC2C=CC=NC1=2)=[N+](C)C)C.F[P-](F)(F)(F)(F)F. The catalyst is CN(C=O)C.C([O-])(O)=O.[Na+]. The product is [Br:2][C:3]1[CH:4]=[CH:5][C:6]([C:9]2[CH:10]=[CH:11][C:12]([C:15]3[N:16]=[C:17]([C@@H:20]4[CH2:24][CH2:23][CH2:22][N:21]4[C:31](=[O:32])[C@@H:30]([NH:29][C:27](=[O:28])[O:26][CH3:25])[CH:34]([CH3:36])[CH3:35])[NH:18][CH:19]=3)=[CH:13][CH:14]=2)=[CH:7][CH:8]=1. The yield is 0.840. (5) The reactants are C([O:3][C:4]([C:6]1[N:7]([C:26]2[CH:31]=[CH:30][C:29]([O:32][CH:33]([CH3:35])[CH3:34])=[CH:28][CH:27]=2)[C:8]2[C:13]([C:14]=1[Cl:15])=[CH:12][C:11]([C:16]1[CH:21]=[CH:20][C:19]([C:22]([F:25])([F:24])[F:23])=[CH:18][N:17]=1)=[CH:10][CH:9]=2)=[O:5])C.[OH-].[Na+].Cl. The catalyst is O1CCOCC1.O. The product is [Cl:15][C:14]1[C:13]2[C:8](=[CH:9][CH:10]=[C:11]([C:16]3[CH:21]=[CH:20][C:19]([C:22]([F:23])([F:25])[F:24])=[CH:18][N:17]=3)[CH:12]=2)[N:7]([C:26]2[CH:31]=[CH:30][C:29]([O:32][CH:33]([CH3:34])[CH3:35])=[CH:28][CH:27]=2)[C:6]=1[C:4]([OH:5])=[O:3]. The yield is 0.620. (6) The reactants are Cl[C:2]1[CH:7]=[CH:6][N:5]=[C:4]2[CH:8]=[C:9]([C:11]3[S:12][CH:13]=[C:14]([CH2:16][OH:17])[N:15]=3)[S:10][C:3]=12.[CH:18]1([CH2:21][NH:22][C:23]([C:25]2[C:26]3[CH:34]=[CH:33][C:32]([OH:35])=[CH:31][C:27]=3[S:28][C:29]=2[CH3:30])=[O:24])[CH2:20][CH2:19]1.C([O-])([O-])=O.[Cs+].[Cs+]. No catalyst specified. The product is [CH:18]1([CH2:21][NH:22][C:23]([C:25]2[C:26]3[CH:34]=[CH:33][C:32]([O:35][C:2]4[CH:7]=[CH:6][N:5]=[C:4]5[CH:8]=[C:9]([C:11]6[S:12][CH:13]=[C:14]([CH2:16][OH:17])[N:15]=6)[S:10][C:3]=45)=[CH:31][C:27]=3[S:28][C:29]=2[CH3:30])=[O:24])[CH2:20][CH2:19]1. The yield is 0.250. (7) The reactants are [CH3:1][C:2]([CH3:8])([CH2:6][OH:7])[C:3]([OH:5])=[O:4].[C:9](Cl)(=[O:11])[CH3:10].Cl. The catalyst is N1C=CC=CC=1. The product is [CH3:1][C:2]([CH3:8])([CH2:6][O:7][C:9](=[O:11])[CH3:10])[C:3]([OH:5])=[O:4]. The yield is 0.950. (8) The reactants are [C:1]([O:4][C@H:5]([CH3:18])[C@H:6]([NH:10][C:11]([O:13][C:14]([CH3:17])([CH3:16])[CH3:15])=[O:12])[C:7]([OH:9])=O)(=[O:3])[CH3:2].CN1CCOCC1.[C:26]([O:29][C@H:30]([CH3:58])[C@H:31]([NH:36][C:37]([C:39]1([CH2:51][C:52]2[CH:57]=[CH:56][CH:55]=[CH:54][CH:53]=2)[CH2:43][CH2:42][CH2:41][N:40]1[C:44]([C@@H:46]1[CH2:50][CH2:49][CH2:48][NH:47]1)=[O:45])=[O:38])[C:32]([O:34][CH3:35])=[O:33])(=[O:28])[CH3:27]. The catalyst is C(Cl)Cl.CN(C=O)C. The product is [CH3:35][O:34][C:32](=[O:33])[C@@H:31]([NH:36][C:37]([C:39]1([CH2:51][C:52]2[CH:53]=[CH:54][CH:55]=[CH:56][CH:57]=2)[CH2:43][CH2:42][CH2:41][N:40]1[C:44]([C@@H:46]1[CH2:50][CH2:49][CH2:48][N:47]1[C:7](=[O:9])[C@@H:6]([NH:10][C:11]([O:13][C:14]([CH3:17])([CH3:16])[CH3:15])=[O:12])[C@H:5]([O:4][C:1](=[O:3])[CH3:2])[CH3:18])=[O:45])=[O:38])[C@H:30]([O:29][C:26](=[O:28])[CH3:27])[CH3:58]. The yield is 0.200. (9) The reactants are [F:1][C:2]1[CH:3]=[CH:4][C:5]([CH:8]=[O:9])=[N:6][CH:7]=1.[CH3:10][Li].[Cl-].[NH4+].O. The catalyst is C1COCC1. The product is [F:1][C:2]1[CH:3]=[CH:4][C:5]([CH:8]([OH:9])[CH3:10])=[N:6][CH:7]=1. The yield is 0.330.